Dataset: Forward reaction prediction with 1.9M reactions from USPTO patents (1976-2016). Task: Predict the product of the given reaction. (1) Given the reactants [N:1]1[CH:6]=[CH:5][CH:4]=[C:3]([O:7][CH2:8][CH2:9][CH2:10][NH:11][CH3:12])[CH:2]=1.[O:13]=[C:14]([OH:26])[C@@H:15]([C@H:17]([C@H:19]([C@@H:21]([C:23]([OH:25])=[O:24])[OH:22])[OH:20])[OH:18])[OH:16].O, predict the reaction product. The product is: [O:13]=[C:14]([OH:26])[C@@H:15]([C@H:17]([C@H:19]([C@@H:21]([C:23]([OH:25])=[O:24])[OH:22])[OH:20])[OH:18])[OH:16].[N:1]1[CH:6]=[CH:5][CH:4]=[C:3]([O:7][CH2:8][CH2:9][CH2:10][NH:11][CH3:12])[CH:2]=1.[N:1]1[CH:6]=[CH:5][CH:4]=[C:3]([O:7][CH2:8][CH2:9][CH2:10][NH:11][CH3:12])[CH:2]=1. (2) Given the reactants Br[CH:2]([CH3:9])[C:3]([CH:5]1[CH2:8][CH2:7][CH2:6]1)=O.[NH2:10][C:11]([NH2:13])=[S:12], predict the reaction product. The product is: [CH:5]1([C:3]2[N:10]=[C:11]([NH2:13])[S:12][C:2]=2[CH3:9])[CH2:8][CH2:7][CH2:6]1.